Dataset: Forward reaction prediction with 1.9M reactions from USPTO patents (1976-2016). Task: Predict the product of the given reaction. (1) Given the reactants C([O:3][C:4]([C:6]1[C:7]2[C:15](/[CH:16]=[CH:17]/[C:18]3[CH:23]=[CH:22][CH:21]=[CH:20][CH:19]=3)=[N:14][N:13]([CH:24]3[CH2:29][CH2:28][CH2:27][CH2:26][O:25]3)[C:8]=2[N:9]=[C:10](Cl)[CH:11]=1)=[O:5])C.[OH:30][C:31]1[CH:36]=[CH:35][C:34](B(O)O)=[CH:33][CH:32]=1.C(=O)([O-])[O-].[Cs+].[Cs+], predict the reaction product. The product is: [OH:30][C:31]1[CH:36]=[CH:35][C:34]([C:10]2[CH:11]=[C:6]([C:4]([OH:3])=[O:5])[C:7]3[C:15](/[CH:16]=[CH:17]/[C:18]4[CH:19]=[CH:20][CH:21]=[CH:22][CH:23]=4)=[N:14][N:13]([CH:24]4[CH2:29][CH2:28][CH2:27][CH2:26][O:25]4)[C:8]=3[N:9]=2)=[CH:33][CH:32]=1. (2) Given the reactants C([Li])CCC.[CH2:6]1[CH2:25][O:24][C:8]2([CH2:13][CH2:12][CH:11]([CH3:14])[CH:10]([S:15]([C:18]3[CH:23]=[CH:22][CH:21]=[CH:20][CH:19]=3)(=[O:17])=[O:16])[CH2:9]2)[O:7]1.C1(C(C2C=CC=CC=2)C2C=CC=CC=2)C=CC=CC=1.Br[CH2:46][CH2:47][CH2:48][CH2:49][CH2:50][CH2:51][CH2:52][CH2:53][CH2:54][CH2:55][CH2:56][CH2:57][CH2:58][CH2:59][OH:60].[Cl-].[NH4+], predict the reaction product. The product is: [CH2:25]1[CH2:6][O:7][C:8]2([CH2:13][CH2:12][CH:11]([CH3:14])[C:10]([CH2:46][CH2:47][CH2:48][CH2:49][CH2:50][CH2:51][CH2:52][CH2:53][CH2:54][CH2:55][CH2:56][CH2:57][CH2:58][CH2:59][OH:60])([S:15]([C:18]3[CH:19]=[CH:20][CH:21]=[CH:22][CH:23]=3)(=[O:17])=[O:16])[CH2:9]2)[O:24]1.